The task is: Regression. Given two drug SMILES strings and cell line genomic features, predict the synergy score measuring deviation from expected non-interaction effect.. This data is from NCI-60 drug combinations with 297,098 pairs across 59 cell lines. (1) Drug 1: CS(=O)(=O)C1=CC(=C(C=C1)C(=O)NC2=CC(=C(C=C2)Cl)C3=CC=CC=N3)Cl. Drug 2: C1CCC(CC1)NC(=O)N(CCCl)N=O. Cell line: SF-268. Synergy scores: CSS=28.1, Synergy_ZIP=2.86, Synergy_Bliss=5.59, Synergy_Loewe=-4.83, Synergy_HSA=3.08. (2) Drug 1: C1CN1P(=S)(N2CC2)N3CC3. Drug 2: CC1C(C(CC(O1)OC2CC(OC(C2O)C)OC3=CC4=CC5=C(C(=O)C(C(C5)C(C(=O)C(C(C)O)O)OC)OC6CC(C(C(O6)C)O)OC7CC(C(C(O7)C)O)OC8CC(C(C(O8)C)O)(C)O)C(=C4C(=C3C)O)O)O)O. Cell line: HT29. Synergy scores: CSS=61.3, Synergy_ZIP=-0.768, Synergy_Bliss=-1.11, Synergy_Loewe=-2.08, Synergy_HSA=-1.55. (3) Drug 1: CC1C(C(CC(O1)OC2CC(CC3=C2C(=C4C(=C3O)C(=O)C5=C(C4=O)C(=CC=C5)OC)O)(C(=O)CO)O)N)O.Cl. Drug 2: C(CN)CNCCSP(=O)(O)O. Cell line: HL-60(TB). Synergy scores: CSS=-4.64, Synergy_ZIP=4.13, Synergy_Bliss=2.82, Synergy_Loewe=-2.25, Synergy_HSA=-2.31. (4) Drug 1: CCCCCOC(=O)NC1=NC(=O)N(C=C1F)C2C(C(C(O2)C)O)O. Drug 2: C(CCl)NC(=O)N(CCCl)N=O. Cell line: HCC-2998. Synergy scores: CSS=-1.34, Synergy_ZIP=4.45, Synergy_Bliss=8.23, Synergy_Loewe=3.38, Synergy_HSA=1.72.